From a dataset of Peptide-MHC class II binding affinity with 134,281 pairs from IEDB. Regression. Given a peptide amino acid sequence and an MHC pseudo amino acid sequence, predict their binding affinity value. This is MHC class II binding data. (1) The peptide sequence is ATTANVPPADKYKTF. The MHC is HLA-DQA10401-DQB10402 with pseudo-sequence HLA-DQA10401-DQB10402. The binding affinity (normalized) is 0.114. (2) The peptide sequence is TFTNDSIISHNFCNL. The MHC is DRB1_0101 with pseudo-sequence DRB1_0101. The binding affinity (normalized) is 0.300. (3) The peptide sequence is FFIQSFTMSTALKRL. The MHC is HLA-DQA10501-DQB10301 with pseudo-sequence HLA-DQA10501-DQB10301. The binding affinity (normalized) is 0.600. (4) The peptide sequence is KLIGGIGGFIKVRQYDQIPI. The MHC is HLA-DQA10101-DQB10501 with pseudo-sequence HLA-DQA10101-DQB10501. The binding affinity (normalized) is 0.453.